This data is from Reaction yield outcomes from USPTO patents with 853,638 reactions. The task is: Predict the reaction yield, written as a fraction of the theoretical maximum amount of product (1.0 means a 100% yield; for example, 0.34 means a 34% yield). (1) The reactants are C([N:8]1[CH2:13][CH2:12][CH:11]([NH:14][C:15]([C:17]2[N:29]([CH3:30])[C:28]3[C:27]4[CH:26]=[CH:25][CH:24]=[CH:23][C:22]=4[N:21]([CH2:31][C:32](=[O:39])[C:33]4[CH:38]=[CH:37][CH:36]=[CH:35][CH:34]=4)[C:20](=[O:40])[C:19]=3[C:18]=2[O:41][CH3:42])=[O:16])[CH:10]([CH3:43])[CH2:9]1)C1C=CC=CC=1.ClC(OC(Cl)C)=O.C(N(C(C)C)CC)(C)C. The catalyst is C1COCC1. The product is [CH3:42][O:41][C:18]1[C:19]2[C:20](=[O:40])[N:21]([CH2:31][C:32](=[O:39])[C:33]3[CH:38]=[CH:37][CH:36]=[CH:35][CH:34]=3)[C:22]3[CH:23]=[CH:24][CH:25]=[CH:26][C:27]=3[C:28]=2[N:29]([CH3:30])[C:17]=1[C:15]([NH:14][CH:11]1[CH2:12][CH2:13][NH:8][CH2:9][CH:10]1[CH3:43])=[O:16]. The yield is 0.290. (2) The reactants are [CH2:1]([O:8][C:9]1[C:18]2[C:17](=O)[O:16]C(C)(C)[O:14][C:13]=2[CH:12]=[CH:11][CH:10]=1)[C:2]1[CH:7]=[CH:6][CH:5]=[CH:4][CH:3]=1.[H-].C([Al+]CC(C)C)C(C)C. The catalyst is ClCCl.C1(C)C=CC=CC=1. The product is [CH2:1]([O:8][C:9]1[CH:10]=[CH:11][CH:12]=[C:13]([OH:14])[C:18]=1[CH:17]=[O:16])[C:2]1[CH:3]=[CH:4][CH:5]=[CH:6][CH:7]=1. The yield is 0.700. (3) The reactants are [Br:1][C:2]1[CH:17]=[CH:16][C:5]([O:6][C:7]2[CH:14]=[CH:13][C:10]([C:11]#[N:12])=[C:9](Cl)[N:8]=2)=[CH:4][C:3]=1[CH:18]1[O:22][CH2:21][CH2:20][O:19]1.BrC1C=CC(OC2N=C(Cl)C=CC=2C#N)=CC=1C1OCCO1.C([O:52][CH2:53][CH2:54][NH:55][C:56]1N=C(OC2C=CC(Br)=C(C=O)C=2)C=CC=1C#N)C1C=CC=CC=1. The catalyst is C(#N)C. The product is [Br:1][C:2]1[CH:17]=[CH:16][C:5]([O:6][C:7]2[CH:14]=[CH:13][C:10]([C:11]#[N:12])=[C:9]([N:55]([CH2:54][CH2:53][OH:52])[CH3:56])[N:8]=2)=[CH:4][C:3]=1[CH:18]1[O:22][CH2:21][CH2:20][O:19]1. The yield is 0.360. (4) The reactants are [OH:1][C@H:2]([C:22]1[CH:27]=[CH:26][C:25]([OH:28])=[CH:24][CH:23]=1)[C@@H:3]([NH:5][CH2:6][CH2:7][C:8]1[C:16]2[C:11](=[C:12]([O:17][CH2:18][C:19]([O-:21])=[O:20])[CH:13]=[CH:14][CH:15]=2)[NH:10][CH:9]=1)[CH3:4].[OH-].[Li+].Cl. The catalyst is O1CCCC1.O. The product is [OH:1][C@H:2]([C:22]1[CH:23]=[CH:24][C:25]([OH:28])=[CH:26][CH:27]=1)[C@@H:3]([NH:5][CH2:6][CH2:7][C:8]1[C:16]2[C:11](=[C:12]([O:17][CH2:18][C:19]([OH:21])=[O:20])[CH:13]=[CH:14][CH:15]=2)[NH:10][CH:9]=1)[CH3:4]. The yield is 1.00. (5) The reactants are [H-].[Na+].[CH3:3][CH:4]1[CH2:9][CH2:8][N:7]([C:10]([C:12]2[CH:20]=[CH:19][C:18]3[NH:17][C:16]4[CH2:21][CH2:22][N:23]([C:25]([O:27][C:28]([CH3:31])([CH3:30])[CH3:29])=[O:26])[CH2:24][C:15]=4[C:14]=3[CH:13]=2)=[O:11])[CH2:6][CH2:5]1.[C:32](Cl)(=[O:36])[CH2:33][CH2:34][CH3:35]. The catalyst is CN(C=O)C. The product is [C:32]([N:17]1[C:18]2[CH:19]=[CH:20][C:12]([C:10]([N:7]3[CH2:8][CH2:9][CH:4]([CH3:3])[CH2:5][CH2:6]3)=[O:11])=[CH:13][C:14]=2[C:15]2[CH2:24][N:23]([C:25]([O:27][C:28]([CH3:30])([CH3:29])[CH3:31])=[O:26])[CH2:22][CH2:21][C:16]1=2)(=[O:36])[CH2:33][CH2:34][CH3:35]. The yield is 0.620.